Dataset: Full USPTO retrosynthesis dataset with 1.9M reactions from patents (1976-2016). Task: Predict the reactants needed to synthesize the given product. (1) The reactants are: [CH2:1]([O:8][N:9]1[CH:13]=[CH:12][C:11]([CH:14]=[O:15])=[CH:10]1)[C:2]1[CH:7]=[CH:6][CH:5]=[CH:4][CH:3]=1.[H-].[Al+3].[Li+].[H-].[H-].[H-].O.C(OCC)(=O)C. Given the product [CH2:1]([O:8][N:9]1[CH:13]=[CH:12][C:11]([CH2:14][OH:15])=[CH:10]1)[C:2]1[CH:3]=[CH:4][CH:5]=[CH:6][CH:7]=1, predict the reactants needed to synthesize it. (2) Given the product [CH3:1][O:2][C:3]1[CH:4]=[C:5]2[C:9](=[CH:10][CH:11]=1)[N:8]([CH3:12])[N:7]=[C:6]2[C:13]1[N:14]=[C:15]2[C:21]([C:22]([OH:34])=[O:23])=[CH:20][N:19]([CH2:24][O:25][CH2:26][CH2:27][Si:28]([CH3:30])([CH3:29])[CH3:31])[C:16]2=[N:17][CH:18]=1, predict the reactants needed to synthesize it. The reactants are: [CH3:1][O:2][C:3]1[CH:4]=[C:5]2[C:9](=[CH:10][CH:11]=1)[N:8]([CH3:12])[N:7]=[C:6]2[C:13]1[N:14]=[C:15]2[C:21]([CH:22]=[O:23])=[CH:20][N:19]([CH2:24][O:25][CH2:26][CH2:27][Si:28]([CH3:31])([CH3:30])[CH3:29])[C:16]2=[N:17][CH:18]=1.S(=O)(=O)([OH:34])N.Cl([O-])=O.[Na+].OP([O-])(O)=O.[K+].